Dataset: NCI-60 drug combinations with 297,098 pairs across 59 cell lines. Task: Regression. Given two drug SMILES strings and cell line genomic features, predict the synergy score measuring deviation from expected non-interaction effect. (1) Drug 1: C1CCN(CC1)CCOC2=CC=C(C=C2)C(=O)C3=C(SC4=C3C=CC(=C4)O)C5=CC=C(C=C5)O. Drug 2: CC1=C2C(C(=O)C3(C(CC4C(C3C(C(C2(C)C)(CC1OC(=O)C(C(C5=CC=CC=C5)NC(=O)C6=CC=CC=C6)O)O)OC(=O)C7=CC=CC=C7)(CO4)OC(=O)C)O)C)OC(=O)C. Cell line: SK-MEL-28. Synergy scores: CSS=28.4, Synergy_ZIP=5.60, Synergy_Bliss=8.86, Synergy_Loewe=-30.5, Synergy_HSA=3.86. (2) Synergy scores: CSS=2.06, Synergy_ZIP=-0.875, Synergy_Bliss=0.671, Synergy_Loewe=0.169, Synergy_HSA=0.0370. Drug 2: CN1C2=C(C=C(C=C2)N(CCCl)CCCl)N=C1CCCC(=O)O.Cl. Drug 1: CC(C1=C(C=CC(=C1Cl)F)Cl)OC2=C(N=CC(=C2)C3=CN(N=C3)C4CCNCC4)N. Cell line: SK-OV-3.